Dataset: Peptide-MHC class I binding affinity with 185,985 pairs from IEDB/IMGT. Task: Regression. Given a peptide amino acid sequence and an MHC pseudo amino acid sequence, predict their binding affinity value. This is MHC class I binding data. (1) The peptide sequence is LAVFPAMFW. The MHC is HLA-A02:03 with pseudo-sequence HLA-A02:03. The binding affinity (normalized) is 0.0847. (2) The binding affinity (normalized) is 0.120. The MHC is HLA-A01:01 with pseudo-sequence HLA-A01:01. The peptide sequence is ARGITMIPHY. (3) The peptide sequence is FTLVLLFLI. The MHC is H-2-Kb with pseudo-sequence H-2-Kb. The binding affinity (normalized) is 0.510. (4) The peptide sequence is SLGGHTVWQ. The MHC is HLA-A02:16 with pseudo-sequence HLA-A02:16. The binding affinity (normalized) is 0.198. (5) The peptide sequence is LRIPTHRHI. The MHC is HLA-A24:02 with pseudo-sequence HLA-A24:02. The binding affinity (normalized) is 0. (6) The peptide sequence is DPNPQEVVL. The MHC is HLA-A29:02 with pseudo-sequence HLA-A29:02. The binding affinity (normalized) is 0.